Dataset: Forward reaction prediction with 1.9M reactions from USPTO patents (1976-2016). Task: Predict the product of the given reaction. (1) Given the reactants [Cl:1][C:2]1[CH:7]=[C:6]([Cl:8])[CH:5]=[CH:4][C:3]=1[N:9]=[C:10]=[S:11].[C-:12]#[N:13].[K+].Cl, predict the reaction product. The product is: [Cl:1][C:2]1[CH:7]=[C:6]([Cl:8])[CH:5]=[CH:4][C:3]=1[N:9]([C:12]#[N:13])[CH:10]=[S:11]. (2) Given the reactants [C:1]([C:3](=[C:7](SC)SC)[C:4]([NH2:6])=[O:5])#[N:2].[CH3:12][O:13][C:14]1[CH:19]=[CH:18][CH:17]=[C:16]([NH2:20])[CH:15]=1.O.[NH2:22][NH2:23], predict the reaction product. The product is: [NH2:2][C:1]1[NH:23][N:22]=[C:7]([NH:20][C:16]2[CH:17]=[CH:18][CH:19]=[C:14]([O:13][CH3:12])[CH:15]=2)[C:3]=1[C:4]([NH2:6])=[O:5]. (3) Given the reactants C12([C:11]3[C:12]([C:29](O)=O)=[CH:13][C:14]4[C:19]([C:20]=3[C:21]3[CH:26]=[CH:25][CH:24]=[CH:23][C:22]=3[O:27][CH3:28])=C[CH:17]=[CH:16][CH:15]=4)CC3CC(CC(C3)C1)C2.[NH2:32][C:33]1[CH:38]=[CH:37][N:36]=[CH:35][CH:34]=1.[CH2:48]1[CH2:53][CH2:52][CH:51](N=C=N[CH:48]2[CH2:53][CH2:52][CH2:51][CH2:50][CH2:49]2)[CH2:50][CH2:49]1, predict the reaction product. The product is: [C:20]12([C:21]3[CH:26]=[C:25]([C:52]4[CH:53]=[C:48]5[C:49](=[CH:50][CH:51]=4)[CH:26]=[C:21]([C:22]([NH:32][C:33]4[CH:38]=[CH:37][N:36]=[CH:35][CH:34]=4)=[O:27])[CH:20]=[CH:11]5)[CH:24]=[CH:23][C:22]=3[O:27][CH3:28])[CH2:17][CH:16]3[CH2:29][CH:12]([CH2:13][CH:14]([CH2:15]3)[CH2:19]1)[CH2:11]2. (4) Given the reactants [CH:1](=O)[C:2]1[CH:7]=[CH:6][CH:5]=[CH:4][CH:3]=1.[CH3:9][O:10][C:11]1[CH:16]=[C:15]([CH3:17])[N:14]=[C:13]([NH2:18])[N:12]=1.S([O-])([O-])(=O)=O.[Mg+2], predict the reaction product. The product is: [CH:1](=[N:18][C:13]1[N:12]=[C:11]([O:10][CH3:9])[CH:16]=[C:15]([CH3:17])[N:14]=1)[C:2]1[CH:7]=[CH:6][CH:5]=[CH:4][CH:3]=1.